Dataset: Full USPTO retrosynthesis dataset with 1.9M reactions from patents (1976-2016). Task: Predict the reactants needed to synthesize the given product. (1) Given the product [N:1]([C:2]1[CH:9]=[CH:8][C:5]([C:6]#[N:7])=[C:4]([CH3:10])[CH:3]=1)=[C:11]=[S:12], predict the reactants needed to synthesize it. The reactants are: [NH2:1][C:2]1[CH:9]=[CH:8][C:5]([C:6]#[N:7])=[C:4]([CH3:10])[CH:3]=1.[C:11](Cl)(Cl)=[S:12].O. (2) Given the product [CH3:8][S:9]([NH:12][CH:3]1[CH2:4][CH2:5][CH2:6][CH2:7][CH:2]1[OH:1])(=[O:11])=[O:10], predict the reactants needed to synthesize it. The reactants are: [O:1]1[CH:3]2[CH2:4][CH2:5][CH2:6][CH2:7][CH:2]12.[CH3:8][S:9]([NH2:12])(=[O:11])=[O:10].C(O[K])(C)(C)C.Cl. (3) Given the product [CH2:1]([C:3]1[CH:4]=[CH:5][C:6]([CH:9]2[CH2:14][N:13]([C:29]([CH:25]3[CH2:26][CH2:27][CH2:28][O:24]3)=[O:30])[CH2:12][CH:11]([C:15]([NH:17][C:18]3[CH:19]=[CH:20][CH:21]=[CH:22][CH:23]=3)=[O:16])[CH2:10]2)=[CH:7][CH:8]=1)[CH3:2], predict the reactants needed to synthesize it. The reactants are: [CH2:1]([C:3]1[CH:8]=[CH:7][C:6]([CH:9]2[CH2:14][NH:13][CH2:12][CH:11]([C:15]([NH:17][C:18]3[CH:23]=[CH:22][CH:21]=[CH:20][CH:19]=3)=[O:16])[CH2:10]2)=[CH:5][CH:4]=1)[CH3:2].[O:24]1[CH2:28][CH2:27][CH2:26][CH:25]1[C:29](O)=[O:30]. (4) The reactants are: Cl[C:2]([O:4][CH:5]([Cl:7])[CH3:6])=[O:3].[CH3:8][O:9][C:10]1[CH:11]=[C:12]2[C:17](=[CH:18][CH:19]=1)[CH:16]=[C:15]([CH:20]([CH3:30])[C:21]([O:23][CH2:24][CH2:25][S:26][CH2:27][CH2:28][OH:29])=[O:22])[CH:14]=[CH:13]2.N1C=CC=CC=1. Given the product [CH3:8][O:9][C:10]1[CH:11]=[C:12]2[C:17](=[CH:18][CH:19]=1)[CH:16]=[C:15]([C@H:20]([CH3:30])[C:21]([O:23][CH2:24][CH2:25][S:26][CH2:27][CH2:28][O:29][C:2]([O:4][CH:5]([Cl:7])[CH3:6])=[O:3])=[O:22])[CH:14]=[CH:13]2, predict the reactants needed to synthesize it. (5) Given the product [CH3:20][O:19][C:16]1[CH:15]=[CH:14][C:13]([CH2:12][N:7]2[C:8](=[O:11])[CH:9]=[CH:10][C:5]([C:3]([OH:4])=[O:2])=[CH:6]2)=[CH:18][CH:17]=1, predict the reactants needed to synthesize it. The reactants are: C[O:2][C:3]([C:5]1[CH:10]=[CH:9][C:8](=[O:11])[N:7]([CH2:12][C:13]2[CH:18]=[CH:17][C:16]([O:19][CH3:20])=[CH:15][CH:14]=2)[CH:6]=1)=[O:4].[OH-].[Li+].